This data is from Peptide-MHC class II binding affinity with 134,281 pairs from IEDB. The task is: Regression. Given a peptide amino acid sequence and an MHC pseudo amino acid sequence, predict their binding affinity value. This is MHC class II binding data. (1) The peptide sequence is IHRIRTLIGQEKYTD. The MHC is DRB1_0701 with pseudo-sequence DRB1_0701. The binding affinity (normalized) is 0.396. (2) The peptide sequence is LSELPDFLAKKGGEA. The MHC is DRB1_1101 with pseudo-sequence DRB1_1101. The binding affinity (normalized) is 0.299. (3) The peptide sequence is LRYYRITYGETGGNS. The MHC is DRB1_0901 with pseudo-sequence DRB1_0901. The binding affinity (normalized) is 0.550.